This data is from Catalyst prediction with 721,799 reactions and 888 catalyst types from USPTO. The task is: Predict which catalyst facilitates the given reaction. (1) Reactant: [C:1]([C:3]1(C(O)=O)[CH2:8][CH2:7][O:6][CH2:5][CH2:4]1)#[N:2].C1C=CC(P(N=[N+]=[N-])(C2C=CC=CC=2)=[O:19])=CC=1.C([N:31]([CH2:34]C)CC)C.[Cl-].[Na+].[C:38]([OH:42])([CH3:41])([CH3:40])[CH3:39]. Product: [C:1]([C:3]1([NH:31][C:34](=[O:19])[O:42][C:38]([CH3:41])([CH3:40])[CH3:39])[CH2:4][CH2:5][O:6][CH2:7][CH2:8]1)#[N:2]. The catalyst class is: 54. (2) Reactant: C(N(CC)C(C)C)(C)C.[CH3:10][CH:11]1[CH2:16][NH:15][CH:14]([CH2:17][CH2:18][OH:19])[CH2:13][CH2:12]1.[Cl:20][C:21]1[CH:26]=[CH:25][N:24]=[C:23]([CH2:27][NH:28][C:29]2[O:30][C:31]3[C:37]([O:38][CH3:39])=[CH:36][C:35]([C:40](O)=[O:41])=[CH:34][C:32]=3[N:33]=2)[CH:22]=1.CN(C(ON1N=NC2C=CC=NC1=2)=[N+](C)C)C.F[P-](F)(F)(F)(F)F. Product: [Cl:20][C:21]1[CH:26]=[CH:25][N:24]=[C:23]([CH2:27][NH:28][C:29]2[O:30][C:31]3[C:37]([O:38][CH3:39])=[CH:36][C:35]([C:40]([N:15]4[CH2:16][CH:11]([CH3:10])[CH2:12][CH2:13][CH:14]4[CH2:17][CH2:18][OH:19])=[O:41])=[CH:34][C:32]=3[N:33]=2)[CH:22]=1. The catalyst class is: 35. (3) Reactant: [CH2:1]([NH:4][C:5]1[N:6]=[C:7]([NH:25][CH3:26])[C:8]2[N:14]=[C:13]([N:15]3[CH2:20][CH2:19][C:18]([F:22])([F:21])[CH2:17][CH2:16]3)[N:12]=[C:11]([NH:23][CH3:24])[C:9]=2[N:10]=1)[CH2:2][CH3:3].Cl.C(OCC)C.Cl.[Cl:34]C1N=C(NCCC)C2N=C(NC)N=C(NCCC)C=2N=1. Product: [ClH:34].[CH2:1]([NH:4][C:5]1[N:6]=[C:7]([NH:25][CH3:26])[C:8]2[N:14]=[C:13]([N:15]3[CH2:20][CH2:19][C:18]([F:22])([F:21])[CH2:17][CH2:16]3)[N:12]=[C:11]([NH:23][CH3:24])[C:9]=2[N:10]=1)[CH2:2][CH3:3]. The catalyst class is: 27. (4) Reactant: [Br:1][C:2]1[C:3]([N:12]2[CH2:17][CH2:16][N:15]([CH2:18][C:19]3[CH:24]=[CH:23][C:22]([Cl:25])=[CH:21][CH:20]=3)[CH2:14][CH2:13]2)=[C:4]([N+:9]([O-])=O)[C:5]([NH2:8])=[N:6][CH:7]=1.CCO.[CH3:29][O:30][C:31]1[CH:38]=[CH:37][C:34]([CH:35]=O)=[CH:33][CH:32]=1.[O-]S(S([O-])=O)=O.[Na+].[Na+]. Product: [Br:1][C:2]1[C:3]([N:12]2[CH2:17][CH2:16][N:15]([CH2:18][C:19]3[CH:24]=[CH:23][C:22]([Cl:25])=[CH:21][CH:20]=3)[CH2:14][CH2:13]2)=[C:4]2[N:9]=[C:35]([C:34]3[CH:37]=[CH:38][C:31]([O:30][CH3:29])=[CH:32][CH:33]=3)[NH:8][C:5]2=[N:6][CH:7]=1. The catalyst class is: 27. (5) Reactant: [C:1]([C:3]1[CH:4]=[C:5]([CH:10]=[C:11]([I:14])[C:12]=1[OH:13])[C:6]([O:8][CH3:9])=[O:7])#[N:2].[C:15](=O)([O-])[O-].[K+].[K+].COS(=O)(=O)OC. Product: [C:1]([C:3]1[CH:4]=[C:5]([CH:10]=[C:11]([I:14])[C:12]=1[O:13][CH3:15])[C:6]([O:8][CH3:9])=[O:7])#[N:2]. The catalyst class is: 9. (6) Product: [CH3:1][O:2][C:3]1[CH:8]=[CH:7][C:6]([C:9]2[C:18]([C:19]3[CH:24]=[CH:23][C:22]([O:25][CH3:26])=[CH:21][CH:20]=3)=[N:17][C:16]3[C:11](=[CH:12][CH:13]=[C:14]([S:27]([NH2:32])(=[O:30])=[O:28])[CH:15]=3)[N:10]=2)=[CH:5][CH:4]=1. Reactant: [CH3:1][O:2][C:3]1[CH:8]=[CH:7][C:6]([C:9]2[C:18]([C:19]3[CH:24]=[CH:23][C:22]([O:25][CH3:26])=[CH:21][CH:20]=3)=[N:17][C:16]3[C:11](=[CH:12][CH:13]=[C:14]([S:27]([OH:30])(=O)=[O:28])[CH:15]=3)[N:10]=2)=[CH:5][CH:4]=1.C[N:32](C)C=O. The catalyst class is: 309.